From a dataset of Forward reaction prediction with 1.9M reactions from USPTO patents (1976-2016). Predict the product of the given reaction. Given the reactants [CH2:1]([O:8][C:9]1[CH:10]=[C:11]([C:15]2([CH3:25])[C:19]3[CH2:20][NH:21][CH2:22][CH2:23][C:18]=3[C:17](=[O:24])[O:16]2)[CH:12]=[CH:13][CH:14]=1)[C:2]1[CH:7]=[CH:6][CH:5]=[CH:4][CH:3]=1.[CH2:26]([N:33]=[C:34]=[O:35])[C:27]1[CH:32]=[CH:31][CH:30]=[CH:29][CH:28]=1, predict the reaction product. The product is: [CH2:26]([NH:33][C:34]([N:21]1[CH2:22][CH2:23][C:18]2[C:17](=[O:24])[O:16][C:15]([C:11]3[CH:12]=[CH:13][CH:14]=[C:9]([O:8][CH2:1][C:2]4[CH:7]=[CH:6][CH:5]=[CH:4][CH:3]=4)[CH:10]=3)([CH3:25])[C:19]=2[CH2:20]1)=[O:35])[C:27]1[CH:32]=[CH:31][CH:30]=[CH:29][CH:28]=1.